From a dataset of Catalyst prediction with 721,799 reactions and 888 catalyst types from USPTO. Predict which catalyst facilitates the given reaction. (1) Reactant: [Br:1][C:2]1[C:3]([NH2:12])=[C:4]([CH2:9][CH2:10][CH3:11])[C:5]([CH3:8])=[N:6][CH:7]=1.C(N(CC)CC)C.[C:20](Cl)(=[O:22])[CH3:21].C(=O)(O)[O-].[Na+]. Product: [Br:1][C:2]1[C:3]([NH:12][C:20](=[O:22])[CH3:21])=[C:4]([CH2:9][CH2:10][CH3:11])[C:5]([CH3:8])=[N:6][CH:7]=1. The catalyst class is: 2. (2) Reactant: Br[C:2]1[C:14]2[C:13]3[C:8](=[CH:9][C:10]([C:15]([OH:18])([CH3:17])[CH3:16])=[CH:11][CH:12]=3)[NH:7][C:6]=2[C:5]([C:19]([NH2:21])=[O:20])=[CH:4][C:3]=1[Cl:22].[Cl:23][C:24]1[C:29](B2OC(C)(C)C(C)(C)O2)=[CH:28][CH:27]=[CH:26][C:25]=1/[N:39]=[C:40]1/[C:41]2[CH:51]=[CH:50][CH:49]=[CH:48][C:42]=2[N:43]([CH3:47])[C:44](=[O:46])[O:45]/1.CCO.C([O-])([O-])=O.[Na+].[Na+]. Product: [Cl:22][C:3]1[CH:4]=[C:5]([C:19]([NH2:21])=[O:20])[C:6]2[NH:7][C:8]3[C:13]([C:14]=2[C:2]=1[C:29]1[CH:28]=[CH:27][CH:26]=[C:25]([N:39]2[C:40](=[O:45])[C:41]4[C:42](=[CH:48][CH:49]=[CH:50][CH:51]=4)[N:43]([CH3:47])[C:44]2=[O:46])[C:24]=1[Cl:23])=[CH:12][CH:11]=[C:10]([C:15]([OH:18])([CH3:17])[CH3:16])[CH:9]=3. The catalyst class is: 206. (3) Reactant: [S:1]1[CH:5]=[CH:4][N:3]2[CH:6]=[C:7]([C:9]([OH:11])=O)[N:8]=[C:2]12.[NH2:12][C@@H:13]([CH3:30])[CH2:14][N:15]1[CH:19]=[CH:18][C:17]([C:20]2[CH:27]=[C:26]([F:28])[C:23]([C:24]#[N:25])=[C:22]([Cl:29])[CH:21]=2)=[N:16]1.CN(C=O)C. Product: [Cl:29][C:22]1[CH:21]=[C:20]([C:17]2[CH:18]=[CH:19][N:15]([CH2:14][C@@H:13]([NH:12][C:9]([C:7]3[N:8]=[C:2]4[N:3]([CH:6]=3)[CH:4]=[CH:5][S:1]4)=[O:11])[CH3:30])[N:16]=2)[CH:27]=[C:26]([F:28])[C:23]=1[C:24]#[N:25]. The catalyst class is: 69. (4) Reactant: [Cl:1][C:2]1[CH:7]=[CH:6][C:5]([S:8](Cl)(=[O:10])=[O:9])=[CH:4][CH:3]=1.C(N(CC)CC)C.[CH3:19][O:20][C:21]1[CH:22]=[C:23]([CH:34]=[CH:35][C:36]=1[O:37][CH2:38][CH2:39][C:40]1[S:44][CH:43]=[N:42][C:41]=1[CH3:45])[CH2:24][NH:25][CH:26]1[CH2:32][CH2:31][CH2:30][CH2:29][NH:28][C:27]1=[O:33]. Product: [Cl:1][C:2]1[CH:7]=[CH:6][C:5]([S:8]([N:25]([CH2:24][C:23]2[CH:34]=[CH:35][C:36]([O:37][CH2:38][CH2:39][C:40]3[S:44][CH:43]=[N:42][C:41]=3[CH3:45])=[C:21]([O:20][CH3:19])[CH:22]=2)[CH:26]2[CH2:32][CH2:31][CH2:30][CH2:29][NH:28][C:27]2=[O:33])(=[O:10])=[O:9])=[CH:4][CH:3]=1. The catalyst class is: 2. (5) Reactant: [F:1][C:2]1[C:11]2[CH2:10][CH2:9][CH2:8][CH2:7][C:6]=2[CH:5]=[CH:4][C:3]=1[CH2:12][O:13]C1CCCCO1.CC1C=CC(S([O-])(=O)=O)=CC=1.C1C=C[NH+]=CC=1. Product: [F:1][C:2]1[C:11]2[CH2:10][CH2:9][CH2:8][CH2:7][C:6]=2[CH:5]=[CH:4][C:3]=1[CH2:12][OH:13]. The catalyst class is: 14. (6) Reactant: [CH:1]([C:3]1C=C[C:6]([N:9]2[CH2:14][CH2:13][N:12]([C:15]([O:17][C:18]([CH3:21])([CH3:20])[CH3:19])=[O:16])[CH2:11][CH2:10]2)=[CH:5][C:4]=1O)=O.[O:23]=[C:24]([CH2:31][CH3:32])[CH2:25][C:26]([O:28][CH2:29][CH3:30])=[O:27].CC(O)=O.N1CCCCC1. Product: [O:27]=[C:26]1[C:25]([C:24](=[O:23])[CH2:31][CH3:32])=[CH:1][C:3]2[C:29](=[CH:30][C:6]([N:9]3[CH2:10][CH2:11][N:12]([C:15]([O:17][C:18]([CH3:21])([CH3:20])[CH3:19])=[O:16])[CH2:13][CH2:14]3)=[CH:5][CH:4]=2)[O:28]1. The catalyst class is: 23. (7) Reactant: CO[CH:3](OC)[N:4]([CH3:6])[CH3:5].[CH3:9][O:10][C:11]1[CH:16]=[CH:15][C:14]([NH:17][C:18](=[O:20])[CH3:19])=[CH:13][C:12]=1[C:21](=[O:23])[CH3:22]. Product: [CH3:6][N:4]([CH3:5])[CH:3]=[CH:22][C:21]([C:12]1[CH:13]=[C:14]([NH:17][C:18](=[O:20])[CH3:19])[CH:15]=[CH:16][C:11]=1[O:10][CH3:9])=[O:23]. The catalyst class is: 8.